From a dataset of Reaction yield outcomes from USPTO patents with 853,638 reactions. Predict the reaction yield, written as a fraction of the theoretical maximum amount of product (1.0 means a 100% yield; for example, 0.34 means a 34% yield). (1) The reactants are [NH2:1][CH2:2][CH2:3][C:4]1[CH:19]=[CH:18][C:7]([O:8][C:9]2[N:17]=[CH:16][CH:15]=[CH:14][C:10]=2[C:11]([NH2:13])=[O:12])=[CH:6][CH:5]=1.[CH:20](=O)[C:21]1[CH:26]=[CH:25][CH:24]=[CH:23][CH:22]=1.[BH4-].[Na+]. The catalyst is CO. The product is [CH2:20]([NH:1][CH2:2][CH2:3][C:4]1[CH:5]=[CH:6][C:7]([O:8][C:9]2[N:17]=[CH:16][CH:15]=[CH:14][C:10]=2[C:11]([NH2:13])=[O:12])=[CH:18][CH:19]=1)[C:21]1[CH:26]=[CH:25][CH:24]=[CH:23][CH:22]=1. The yield is 0.790. (2) The reactants are [O:1]=[C:2]1[NH:7][C:6]2[CH:8]=[C:9]([C:11]([O:13]C)=[O:12])[S:10][C:5]=2[N:4]=[CH:3]1.[OH-].[Na+]. The catalyst is CO. The product is [O:1]=[C:2]1[NH:7][C:6]2[CH:8]=[C:9]([C:11]([OH:13])=[O:12])[S:10][C:5]=2[N:4]=[CH:3]1. The yield is 0.570.